This data is from Full USPTO retrosynthesis dataset with 1.9M reactions from patents (1976-2016). The task is: Predict the reactants needed to synthesize the given product. (1) Given the product [N:1]1([C:6]2[N:11]=[N:10][C:9]([O:12][CH:13]3[CH2:18][CH2:17][CH2:16][NH:15][CH2:14]3)=[CH:8][CH:7]=2)[CH:5]=[CH:4][N:3]=[CH:2]1, predict the reactants needed to synthesize it. The reactants are: [N:1]1([C:6]2[N:11]=[N:10][C:9]([O:12][CH:13]3[CH2:18][CH2:17][CH2:16][N:15](CC4C=CC=CC=4)[CH2:14]3)=[CH:8][CH:7]=2)[CH:5]=[CH:4][N:3]=[CH:2]1. (2) Given the product [NH2:16][C:12]1[CH:11]=[C:10]([C:3]2([CH3:9])[CH2:2][NH:1][C:5](=[O:6])[CH2:4]2)[CH:15]=[CH:14][CH:13]=1, predict the reactants needed to synthesize it. The reactants are: [NH2:1][CH2:2][C:3]([C:10]1[CH:15]=[CH:14][CH:13]=[C:12]([NH2:16])[CH:11]=1)([CH3:9])[CH2:4][C:5](OC)=[O:6].ClCCN(CCCl)C1C=CC(C)=C(C2CNC(=O)C2)C=1.